This data is from Full USPTO retrosynthesis dataset with 1.9M reactions from patents (1976-2016). The task is: Predict the reactants needed to synthesize the given product. (1) Given the product [ClH:32].[NH:19]1[CH2:20][CH2:21][C:16]2([C:15]3[C:10](=[CH:11][CH:12]=[CH:13][CH:14]=3)[C:9](=[O:29])[NH:8]2)[CH2:17][CH2:18]1, predict the reactants needed to synthesize it. The reactants are: C([N:8]1[C:16]2([CH2:21][CH2:20][N:19](C(OC(C)(C)C)=O)[CH2:18][CH2:17]2)[C:15]2[C:10](=[CH:11][CH:12]=[CH:13][CH:14]=2)[C:9]1=[O:29])C1C=CC=CC=1.[Na].N.[Cl-:32].[NH4+]. (2) Given the product [CH2:1]([CH:8]([CH2:19][C:20]([C:22]1[CH:27]=[CH:26][C:25]([Br:28])=[CH:24][CH:23]=1)=[O:21])[C:9]([O:11][CH2:12][CH3:13])=[O:10])[C:2]1[CH:7]=[CH:6][CH:5]=[CH:4][CH:3]=1, predict the reactants needed to synthesize it. The reactants are: [CH2:1]([C:8]([CH2:19][C:20]([C:22]1[CH:27]=[CH:26][C:25]([Br:28])=[CH:24][CH:23]=1)=[O:21])(C(OCC)=O)[C:9]([O:11][CH2:12][CH3:13])=[O:10])[C:2]1[CH:7]=[CH:6][CH:5]=[CH:4][CH:3]=1.[OH-].[Na+]. (3) The reactants are: Br[C:2]1[CH:3]=[CH:4][C:5]([O:8][CH2:9][C:10]2[CH:15]=[CH:14][C:13]([CH:16]3[CH2:21][CH2:20][CH2:19][CH2:18][CH2:17]3)=[C:12]([C:22]([F:25])([F:24])[F:23])[CH:11]=2)=[N:6][CH:7]=1.[N:26]1([C:32]([O:34][C:35]([CH3:38])([CH3:37])[CH3:36])=[O:33])[CH2:31][CH2:30][NH:29][CH2:28][CH2:27]1.CC(C)([O-])C.[Na+]. Given the product [C:35]([O:34][C:32]([N:26]1[CH2:31][CH2:30][N:29]([C:2]2[CH:7]=[N:6][C:5]([O:8][CH2:9][C:10]3[CH:15]=[CH:14][C:13]([CH:16]4[CH2:21][CH2:20][CH2:19][CH2:18][CH2:17]4)=[C:12]([C:22]([F:25])([F:24])[F:23])[CH:11]=3)=[CH:4][CH:3]=2)[CH2:28][CH2:27]1)=[O:33])([CH3:38])([CH3:36])[CH3:37], predict the reactants needed to synthesize it.